Dataset: Full USPTO retrosynthesis dataset with 1.9M reactions from patents (1976-2016). Task: Predict the reactants needed to synthesize the given product. (1) The reactants are: [Cl:1][C:2]1[CH:10]=[CH:9][C:8]2[NH:7][C:6]3[CH2:11][CH2:12][N:13]([CH3:15])[CH2:14][C:5]=3[C:4]=2[CH:3]=1.[F:16][C:17]([F:27])([F:26])[C:18]1[CH:19]=[N:20][CH:21]=[C:22]([CH:24]=[CH2:25])[CH:23]=1.O. Given the product [Cl:1][C:2]1[CH:10]=[CH:9][C:8]2[N:7]([CH2:25][CH2:24][C:22]3[CH:21]=[N:20][CH:19]=[C:18]([C:17]([F:27])([F:16])[F:26])[CH:23]=3)[C:6]3[CH2:11][CH2:12][N:13]([CH3:15])[CH2:14][C:5]=3[C:4]=2[CH:3]=1, predict the reactants needed to synthesize it. (2) Given the product [CH2:26]([N:10]1[C:9]2[N:8]=[C:7]([CH2:6][C:5]3[CH:4]=[CH:3][C:2]([NH:1][S:40]([C:36]4[CH:37]=[CH:38][CH:39]=[C:34]([C:33]([F:32])([F:44])[F:45])[CH:35]=4)(=[O:42])=[O:41])=[CH:31][CH:30]=3)[NH:15][C:14]=2[C:13](=[O:16])[N:12]([CH2:17][C:18]2[CH:23]=[CH:22][CH:21]=[CH:20][C:19]=2[F:24])[C:11]1=[O:25])[CH2:27][CH2:28][CH3:29], predict the reactants needed to synthesize it. The reactants are: [NH2:1][C:2]1[CH:31]=[CH:30][C:5]([CH2:6][C:7]2[NH:15][C:14]3[C:13](=[O:16])[N:12]([CH2:17][C:18]4[CH:23]=[CH:22][CH:21]=[CH:20][C:19]=4[F:24])[C:11](=[O:25])[N:10]([CH2:26][CH2:27][CH2:28][CH3:29])[C:9]=3[N:8]=2)=[CH:4][CH:3]=1.[F:32][C:33]([F:45])([F:44])[C:34]1[CH:35]=[C:36]([S:40](Cl)(=[O:42])=[O:41])[CH:37]=[CH:38][CH:39]=1. (3) Given the product [CH:22]([CH:14]1[CH2:15][C:16]2[C:21](=[CH:20][CH:19]=[CH:18][CH:17]=2)[NH:13]1)([CH3:24])[CH3:23], predict the reactants needed to synthesize it. The reactants are: Cl.C(O[C@H](C)C([N:13]1[C:21]2[C:16](=[CH:17][CH:18]=[CH:19][CH:20]=2)[CH2:15][CH:14]1[CH:22]([CH3:24])[CH3:23])=O)C1C=CC=CC=1. (4) Given the product [Cl:1][C:2]1[CH:28]=[CH:27][CH:26]=[C:25]([Cl:29])[C:3]=1[C:4]([N:6]([C:7]1[CH:12]=[CH:11][C:10]([CH2:13][Br:31])=[CH:9][N:8]=1)[C:15](=[O:24])[C:16]1[C:21]([Cl:22])=[CH:20][CH:19]=[CH:18][C:17]=1[Cl:23])=[O:5], predict the reactants needed to synthesize it. The reactants are: [Cl:1][C:2]1[CH:28]=[CH:27][CH:26]=[C:25]([Cl:29])[C:3]=1[C:4]([N:6]([C:15](=[O:24])[C:16]1[C:21]([Cl:22])=[CH:20][CH:19]=[CH:18][C:17]=1[Cl:23])[C:7]1[CH:12]=[CH:11][C:10]([CH2:13]O)=[CH:9][N:8]=1)=[O:5].C(Br)(Br)(Br)[Br:31].C1(P(C2C=CC=CC=2)C2C=CC=CC=2)C=CC=CC=1.C(=O)([O-])O.[Na+].